Task: Regression. Given two drug SMILES strings and cell line genomic features, predict the synergy score measuring deviation from expected non-interaction effect.. Dataset: NCI-60 drug combinations with 297,098 pairs across 59 cell lines (1) Drug 1: C1C(C(OC1N2C=NC(=NC2=O)N)CO)O. Drug 2: CC12CCC3C(C1CCC2OP(=O)(O)O)CCC4=C3C=CC(=C4)OC(=O)N(CCCl)CCCl.[Na+]. Cell line: A549. Synergy scores: CSS=12.0, Synergy_ZIP=-3.93, Synergy_Bliss=-0.694, Synergy_Loewe=-2.64, Synergy_HSA=0.661. (2) Drug 1: C1=NC(=NC(=O)N1C2C(C(C(O2)CO)O)O)N. Drug 2: C1CCC(C(C1)N)N.C(=O)(C(=O)[O-])[O-].[Pt+4]. Cell line: BT-549. Synergy scores: CSS=37.3, Synergy_ZIP=-8.07, Synergy_Bliss=-3.32, Synergy_Loewe=2.36, Synergy_HSA=4.72. (3) Drug 1: CC1=CC2C(CCC3(C2CCC3(C(=O)C)OC(=O)C)C)C4(C1=CC(=O)CC4)C. Drug 2: C(CN)CNCCSP(=O)(O)O. Cell line: SK-MEL-2. Synergy scores: CSS=2.13, Synergy_ZIP=0.128, Synergy_Bliss=0.312, Synergy_Loewe=-2.55, Synergy_HSA=-1.99. (4) Drug 1: CC1=C2C(C(=O)C3(C(CC4C(C3C(C(C2(C)C)(CC1OC(=O)C(C(C5=CC=CC=C5)NC(=O)C6=CC=CC=C6)O)O)OC(=O)C7=CC=CC=C7)(CO4)OC(=O)C)O)C)OC(=O)C. Drug 2: CS(=O)(=O)CCNCC1=CC=C(O1)C2=CC3=C(C=C2)N=CN=C3NC4=CC(=C(C=C4)OCC5=CC(=CC=C5)F)Cl. Cell line: RPMI-8226. Synergy scores: CSS=23.3, Synergy_ZIP=17.4, Synergy_Bliss=16.6, Synergy_Loewe=-34.7, Synergy_HSA=14.9. (5) Drug 1: CC1=C2C(C(=O)C3(C(CC4C(C3C(C(C2(C)C)(CC1OC(=O)C(C(C5=CC=CC=C5)NC(=O)OC(C)(C)C)O)O)OC(=O)C6=CC=CC=C6)(CO4)OC(=O)C)OC)C)OC. Drug 2: CCC1(C2=C(COC1=O)C(=O)N3CC4=CC5=C(C=CC(=C5CN(C)C)O)N=C4C3=C2)O.Cl. Cell line: HL-60(TB). Synergy scores: CSS=84.6, Synergy_ZIP=3.98, Synergy_Bliss=2.53, Synergy_Loewe=-0.440, Synergy_HSA=3.52. (6) Drug 1: CCC(=C(C1=CC=CC=C1)C2=CC=C(C=C2)OCCN(C)C)C3=CC=CC=C3.C(C(=O)O)C(CC(=O)O)(C(=O)O)O. Cell line: MALME-3M. Drug 2: N.N.Cl[Pt+2]Cl. Synergy scores: CSS=68.9, Synergy_ZIP=-2.61, Synergy_Bliss=-3.17, Synergy_Loewe=0.0247, Synergy_HSA=2.40. (7) Drug 1: CC1=C(C=C(C=C1)C(=O)NC2=CC(=CC(=C2)C(F)(F)F)N3C=C(N=C3)C)NC4=NC=CC(=N4)C5=CN=CC=C5. Drug 2: CC(C)CN1C=NC2=C1C3=CC=CC=C3N=C2N. Cell line: NCI-H522. Synergy scores: CSS=-5.63, Synergy_ZIP=4.29, Synergy_Bliss=1.84, Synergy_Loewe=-4.88, Synergy_HSA=-5.73.